Dataset: Full USPTO retrosynthesis dataset with 1.9M reactions from patents (1976-2016). Task: Predict the reactants needed to synthesize the given product. (1) Given the product [CH3:24][N:23]([CH3:25])[C:21]([N:14]1[C:15]2[C:20](=[CH:19][CH:18]=[CH:17][CH:16]=2)[C:11]2([CH2:26][CH2:27][NH:8][CH2:9][CH2:10]2)[CH2:12][CH2:13]1)=[O:22], predict the reactants needed to synthesize it. The reactants are: C([N:8]1[CH2:27][CH2:26][C:11]2([C:20]3[C:15](=[CH:16][CH:17]=[CH:18][CH:19]=3)[N:14]([C:21]([N:23]([CH3:25])[CH3:24])=[O:22])[CH2:13][CH2:12]2)[CH2:10][CH2:9]1)C1C=CC=CC=1. (2) Given the product [CH3:17][S:18]([O:16][CH:14]1[CH2:13][CH2:12][O:11][CH:10]([CH2:9][O:8][Si:1]([C:4]([CH3:7])([CH3:6])[CH3:5])([CH3:3])[CH3:2])[CH2:15]1)(=[O:20])=[O:19], predict the reactants needed to synthesize it. The reactants are: [Si:1]([O:8][CH2:9][CH:10]1[CH2:15][CH:14]([OH:16])[CH2:13][CH2:12][O:11]1)([C:4]([CH3:7])([CH3:6])[CH3:5])([CH3:3])[CH3:2].[CH3:17][S:18](Cl)(=[O:20])=[O:19]. (3) Given the product [Cl:1][C:2]1[C:3]([F:49])=[CH:4][C:5]([O:20][C:21]2[CH:26]=[CH:25][C:24]([S:27]([NH:30][C:31]3[S:35][N:34]=[CH:33][N:32]=3)(=[O:28])=[O:29])=[CH:23][C:22]=2[C:47]#[N:48])=[C:6]([C:8]2[CH:12]=[N:11][NH:10][CH:9]=2)[CH:7]=1, predict the reactants needed to synthesize it. The reactants are: [Cl:1][C:2]1[C:3]([F:49])=[CH:4][C:5]([O:20][C:21]2[CH:26]=[CH:25][C:24]([S:27]([N:30](CC3C=CC(OC)=CC=3OC)[C:31]3[S:35][N:34]=[CH:33][N:32]=3)(=[O:29])=[O:28])=[CH:23][C:22]=2[C:47]#[N:48])=[C:6]([C:8]2[CH:9]=[N:10][N:11](C(OC(C)(C)C)=O)[CH:12]=2)[CH:7]=1.FC(F)(F)C(O)=O. (4) Given the product [N:1]1([C:7]2[CH:12]=[CH:11][C:10]([NH:13][C:14]([C:16]3[CH:17]=[C:18]([CH:30]=[CH:31][CH:32]=3)[CH2:19][S:20][CH2:21][CH2:22][C:23]([OH:25])=[O:24])=[O:15])=[C:9]([C:33](=[O:51])[NH:34][C:35]3[CH:40]=[N:39][C:38]([C:41]4[CH:46]=[CH:45][CH:44]=[C:43]([C:47]([F:50])([F:48])[F:49])[CH:42]=4)=[CH:37][N:36]=3)[CH:8]=2)[CH2:2][CH2:3][CH2:4][CH2:5][CH2:6]1, predict the reactants needed to synthesize it. The reactants are: [N:1]1([C:7]2[CH:12]=[CH:11][C:10]([NH:13][C:14]([C:16]3[CH:17]=[C:18]([CH:30]=[CH:31][CH:32]=3)[CH2:19][S:20][CH2:21][CH2:22][C:23]([O:25]C(C)(C)C)=[O:24])=[O:15])=[C:9]([C:33](=[O:51])[NH:34][C:35]3[CH:40]=[N:39][C:38]([C:41]4[CH:46]=[CH:45][CH:44]=[C:43]([C:47]([F:50])([F:49])[F:48])[CH:42]=4)=[CH:37][N:36]=3)[CH:8]=2)[CH2:6][CH2:5][CH2:4][CH2:3][CH2:2]1.FC(F)(F)C(O)=O. (5) Given the product [C:20]12([CH2:21][CH2:22][C:23]3([O:24][CH2:25][CH2:26][O:27]3)[CH2:28][CH2:29]1)[C:15]1[C:14](=[CH:19][CH:18]=[CH:17][CH:16]=1)[CH:13]=[CH:12][O:11]2, predict the reactants needed to synthesize it. The reactants are: C(Cl)(=O)C(Cl)=O.CS(C)=O.[OH:11][CH2:12][CH2:13][C:14]1[CH:19]=[CH:18][CH:17]=[CH:16][C:15]=1[C:20]1(O)[CH2:29][CH2:28][C:23]2([O:27][CH2:26][CH2:25][O:24]2)[CH2:22][CH2:21]1.CCN(CC)CC.